This data is from Full USPTO retrosynthesis dataset with 1.9M reactions from patents (1976-2016). The task is: Predict the reactants needed to synthesize the given product. (1) The reactants are: [C@H:1]1([OH:8])[CH2:6][CH2:5][CH2:4][C@@H:3]([OH:7])[CH2:2]1.CC(C)([O-])C.[K+].Br[CH2:16][C:17]1[CH:26]=[CH:25][CH:24]=[C:23]([CH3:27])[C:18]=1[C:19]([O:21][CH3:22])=[O:20].BrCC1C=CC=C(C)C=1C(Br)=O.CC1C=CC=C(C)C=1C(OC)=O. Given the product [OH:7][C@@H:3]1[CH2:4][CH2:5][CH2:6][C@H:1]([O:8][CH2:16][C:17]2[CH:26]=[CH:25][CH:24]=[C:23]([CH3:27])[C:18]=2[C:19]([O:21][CH3:22])=[O:20])[CH2:2]1, predict the reactants needed to synthesize it. (2) Given the product [C:19]([O:18][C:16](=[O:17])[CH2:15][C:12]1[CH:13]=[CH:14][C:9]([N:8]([C:6]([O:5][C:1]([CH3:4])([CH3:3])[CH3:2])=[O:7])[C:23]2[C:24]3[CH2:32][CH2:31][CH2:30][C:25]=3[N:26]=[C:27]([C:39]3[CH:40]=[CH:41][C:36]([O:35][CH:34]([F:45])[F:33])=[CH:37][CH:38]=3)[N:28]=2)=[CH:10][CH:11]=1)([CH3:22])([CH3:21])[CH3:20], predict the reactants needed to synthesize it. The reactants are: [C:1]([O:5][C:6]([N:8]([C:23]1[C:24]2[CH2:32][CH2:31][CH2:30][C:25]=2[N:26]=[C:27](Cl)[N:28]=1)[C:9]1[CH:14]=[CH:13][C:12]([CH2:15][C:16]([O:18][C:19]([CH3:22])([CH3:21])[CH3:20])=[O:17])=[CH:11][CH:10]=1)=[O:7])([CH3:4])([CH3:3])[CH3:2].[F:33][CH:34]([F:45])[O:35][C:36]1[CH:41]=[CH:40][C:39](B(O)O)=[CH:38][CH:37]=1. (3) Given the product [F:1][C:2]1[CH:3]=[C:4]([C:8]2[NH:9][C:10]([CH2:19][S:20]([CH3:21])=[O:30])=[C:11]([C:13]3[CH:14]=[N:15][CH:16]=[CH:17][CH:18]=3)[N:12]=2)[CH:5]=[CH:6][CH:7]=1, predict the reactants needed to synthesize it. The reactants are: [F:1][C:2]1[CH:3]=[C:4]([C:8]2[NH:9][C:10]([CH2:19][S:20][CH3:21])=[C:11]([C:13]3[CH:14]=[N:15][CH:16]=[CH:17][CH:18]=3)[N:12]=2)[CH:5]=[CH:6][CH:7]=1.ClC1C=CC=C(C(OO)=[O:30])C=1.C(=O)([O-])O.[Na+]. (4) Given the product [CH2:35]([N:42]1[CH2:47][CH2:46][N:45]([C:15]([C:14]2[CH:13]=[C:12]([N:8]3[CH2:7][C:6]4[C:10](=[C:2]([Cl:1])[CH:3]=[CH:4][CH:5]=4)[C:9]3=[O:11])[CH:34]=[CH:33][CH:32]=2)=[O:16])[CH2:44][CH2:43]1)[C:36]1[CH:37]=[CH:38][CH:39]=[CH:40][CH:41]=1, predict the reactants needed to synthesize it. The reactants are: [Cl:1][C:2]1[CH:3]=[CH:4][CH:5]=[C:6]2[C:10]=1[C:9](=[O:11])[N:8]([C:12]1[CH:13]=[C:14]([CH:32]=[CH:33][CH:34]=1)[C:15](NCCC1CCN(C3C=CN=CC=3)CC1)=[O:16])[CH2:7]2.[CH2:35]([N:42]1[CH2:47][CH2:46][NH:45][CH2:44][CH2:43]1)[C:36]1[CH:41]=[CH:40][CH:39]=[CH:38][CH:37]=1.ClC1C=CC=C2C=1C(=O)N(C1C=C(C=CC=1)C(O)=O)C2. (5) Given the product [Cl:1][C:2]1[CH:15]=[CH:14][C:5]([CH2:6][N:7]2[CH2:12][CH2:11][CH:10]([NH:13][C:24](=[O:25])[C:23]3[CH:27]=[CH:28][C:20]([CH3:19])=[CH:21][CH:22]=3)[CH2:9][CH2:8]2)=[CH:4][C:3]=1[O:16][CH2:17][CH3:18], predict the reactants needed to synthesize it. The reactants are: [Cl:1][C:2]1[CH:15]=[CH:14][C:5]([CH2:6][N:7]2[CH2:12][CH2:11][CH:10]([NH2:13])[CH2:9][CH2:8]2)=[CH:4][C:3]=1[O:16][CH2:17][CH3:18].[CH3:19][C:20]1[CH:28]=[CH:27][C:23]([C:24](Cl)=[O:25])=[CH:22][CH:21]=1. (6) Given the product [NH2:8][C:9]1[CH:10]=[CH:11][C:12]([CH2:15][CH2:16][O:17][C:18]2[CH:19]=[CH:20][C:21]3[N:33]=[C:34]([CH2:35][O:36][C:37]4[CH:42]=[CH:41][C:40]([CH2:43][CH:44]5[S:48][C:47](=[O:49])[NH:46][C:45]5=[O:50])=[CH:39][CH:38]=4)[N:24]([CH3:25])[C:22]=3[CH:23]=2)=[CH:13][CH:14]=1, predict the reactants needed to synthesize it. The reactants are: C(OC([NH:8][C:9]1[CH:14]=[CH:13][C:12]([CH2:15][CH2:16][O:17][C:18]2[CH:19]=[CH:20][C:21]([NH:33][C:34](=O)[CH2:35][O:36][C:37]3[CH:42]=[CH:41][C:40]([CH2:43][CH:44]4[S:48][C:47](=[O:49])[NH:46][C:45]4=[O:50])=[CH:39][CH:38]=3)=[C:22]([N:24](C)[C:25](=O)OC(C)(C)C)[CH:23]=2)=[CH:11][CH:10]=1)=O)(C)(C)C.